This data is from Reaction yield outcomes from USPTO patents with 853,638 reactions. The task is: Predict the reaction yield, written as a fraction of the theoretical maximum amount of product (1.0 means a 100% yield; for example, 0.34 means a 34% yield). (1) The reactants are COC1C=C(OC)C=CC=1C[N:6]1[C:11](=[O:12])[C:10]([C:13]([OH:15])=[O:14])=[CH:9][C:8]2[CH2:16][CH2:17][CH2:18][CH2:19][C:20]3[CH:25]=[C:24]([N:26]([CH3:28])[CH3:27])[CH:23]=[CH:22][C:21]=3[C:7]1=2.[SiH](C(C)C)(C(C)C)C(C)C.C(O)(C(F)(F)F)=O. The catalyst is C(Cl)Cl. The product is [CH3:27][N:26]([CH3:28])[C:24]1[CH:23]=[CH:22][C:21]2[C:7]3[NH:6][C:11](=[O:12])[C:10]([C:13]([OH:15])=[O:14])=[CH:9][C:8]=3[CH2:16][CH2:17][CH2:18][CH2:19][C:20]=2[CH:25]=1. The yield is 0.650. (2) No catalyst specified. The product is [N:19]1([C:25]([C:27]2[CH:28]=[C:29]([C:2]3[CH:3]=[CH:4][C:5]4[C:6]5[S:15][C:14]([CH2:16][CH2:17][CH3:18])=[N:13][C:7]=5[C:8]([NH2:12])=[N:9][C:10]=4[CH:11]=3)[CH:30]=[CH:31][CH:32]=2)=[O:26])[CH2:24][CH2:23][O:22][CH2:21][CH2:20]1. The reactants are Br[C:2]1[CH:3]=[CH:4][C:5]2[C:6]3[S:15][C:14]([CH2:16][CH2:17][CH3:18])=[N:13][C:7]=3[C:8]([NH2:12])=[N:9][C:10]=2[CH:11]=1.[N:19]1([C:25]([C:27]2[CH:28]=[C:29](B(O)O)[CH:30]=[CH:31][CH:32]=2)=[O:26])[CH2:24][CH2:23][O:22][CH2:21][CH2:20]1. The yield is 0.650. (3) The reactants are [N+:1]([C:4]1[CH:5]=[C:6]([CH:11]=[C:12]([C:14]2[CH:19]=[CH:18][N:17]=[CH:16][CH:15]=2)[CH:13]=1)[C:7]([O:9][CH3:10])=[O:8])([O-])=O. The catalyst is CO.[Pd]. The product is [NH2:1][C:4]1[CH:5]=[C:6]([CH:11]=[C:12]([C:14]2[CH:19]=[CH:18][N:17]=[CH:16][CH:15]=2)[CH:13]=1)[C:7]([O:9][CH3:10])=[O:8]. The yield is 0.950. (4) The reactants are Cl[C:2]1[CH:7]=[C:6]([N+:8]([O-:10])=[O:9])[CH:5]=[CH:4][C:3]=1[OH:11].[OH-:12].[Na+]. No catalyst specified. The product is [N+:8]([C:6]1[CH:7]=[C:2]([OH:12])[C:3]([OH:11])=[CH:4][CH:5]=1)([O-:10])=[O:9]. The yield is 0.840.